This data is from NCI-60 drug combinations with 297,098 pairs across 59 cell lines. The task is: Regression. Given two drug SMILES strings and cell line genomic features, predict the synergy score measuring deviation from expected non-interaction effect. (1) Drug 1: C1=CN(C(=O)N=C1N)C2C(C(C(O2)CO)O)O.Cl. Drug 2: CCC(=C(C1=CC=CC=C1)C2=CC=C(C=C2)OCCN(C)C)C3=CC=CC=C3.C(C(=O)O)C(CC(=O)O)(C(=O)O)O. Cell line: NCI-H460. Synergy scores: CSS=32.5, Synergy_ZIP=5.65, Synergy_Bliss=8.86, Synergy_Loewe=-6.74, Synergy_HSA=7.67. (2) Drug 1: CC12CCC(CC1=CCC3C2CCC4(C3CC=C4C5=CN=CC=C5)C)O. Drug 2: C1CCN(CC1)CCOC2=CC=C(C=C2)C(=O)C3=C(SC4=C3C=CC(=C4)O)C5=CC=C(C=C5)O. Cell line: NCI/ADR-RES. Synergy scores: CSS=6.23, Synergy_ZIP=-2.60, Synergy_Bliss=-0.429, Synergy_Loewe=-1.78, Synergy_HSA=-1.77. (3) Drug 1: CC1=C2C(C(=O)C3(C(CC4C(C3C(C(C2(C)C)(CC1OC(=O)C(C(C5=CC=CC=C5)NC(=O)OC(C)(C)C)O)O)OC(=O)C6=CC=CC=C6)(CO4)OC(=O)C)OC)C)OC. Drug 2: CCN(CC)CCNC(=O)C1=C(NC(=C1C)C=C2C3=C(C=CC(=C3)F)NC2=O)C. Cell line: HCT-15. Synergy scores: CSS=65.6, Synergy_ZIP=4.42, Synergy_Bliss=3.50, Synergy_Loewe=-43.3, Synergy_HSA=4.00. (4) Drug 1: C1CN1P(=S)(N2CC2)N3CC3. Drug 2: CC1=C(C(=CC=C1)Cl)NC(=O)C2=CN=C(S2)NC3=CC(=NC(=N3)C)N4CCN(CC4)CCO. Cell line: NCI-H322M. Synergy scores: CSS=-5.27, Synergy_ZIP=3.03, Synergy_Bliss=-0.751, Synergy_Loewe=-7.86, Synergy_HSA=-7.19. (5) Drug 1: CCCS(=O)(=O)NC1=C(C(=C(C=C1)F)C(=O)C2=CNC3=C2C=C(C=N3)C4=CC=C(C=C4)Cl)F. Drug 2: CC(CN1CC(=O)NC(=O)C1)N2CC(=O)NC(=O)C2. Cell line: HS 578T. Synergy scores: CSS=17.0, Synergy_ZIP=1.88, Synergy_Bliss=9.22, Synergy_Loewe=2.30, Synergy_HSA=3.29. (6) Drug 1: CN1C(=O)N2C=NC(=C2N=N1)C(=O)N. Drug 2: CC=C1C(=O)NC(C(=O)OC2CC(=O)NC(C(=O)NC(CSSCCC=C2)C(=O)N1)C(C)C)C(C)C. Cell line: DU-145. Synergy scores: CSS=23.7, Synergy_ZIP=2.00, Synergy_Bliss=-1.08, Synergy_Loewe=-65.4, Synergy_HSA=-5.37. (7) Drug 1: CC1C(C(=O)NC(C(=O)N2CCCC2C(=O)N(CC(=O)N(C(C(=O)O1)C(C)C)C)C)C(C)C)NC(=O)C3=C4C(=C(C=C3)C)OC5=C(C(=O)C(=C(C5=N4)C(=O)NC6C(OC(=O)C(N(C(=O)CN(C(=O)C7CCCN7C(=O)C(NC6=O)C(C)C)C)C)C(C)C)C)N)C. Drug 2: C1C(C(OC1N2C=NC3=C2NC=NCC3O)CO)O. Cell line: MDA-MB-231. Synergy scores: CSS=6.07, Synergy_ZIP=-7.66, Synergy_Bliss=-7.56, Synergy_Loewe=-6.99, Synergy_HSA=-5.34. (8) Drug 1: CC1OCC2C(O1)C(C(C(O2)OC3C4COC(=O)C4C(C5=CC6=C(C=C35)OCO6)C7=CC(=C(C(=C7)OC)O)OC)O)O. Drug 2: C(CN)CNCCSP(=O)(O)O. Cell line: 786-0. Synergy scores: CSS=9.25, Synergy_ZIP=-1.99, Synergy_Bliss=1.72, Synergy_Loewe=-26.0, Synergy_HSA=0.651.